Dataset: Experimentally validated miRNA-target interactions with 360,000+ pairs, plus equal number of negative samples. Task: Binary Classification. Given a miRNA mature sequence and a target amino acid sequence, predict their likelihood of interaction. (1) The miRNA is hsa-miR-4662a-3p with sequence AAAGAUAGACAAUUGGCUAAAU. The protein sequence of the target gene is MYSPLCLTQDEFHPFIEALLPHVRAFAYTWFNLQARKRKYFKKHEKRMSKEEERAVKDELLSEKPEVKQKWASRLLAKLRKDIRPEYREDFVLTVTGKKPPCCVLSNPDQKGKMRRIDCLRQADKVWRLDLVMVILFKGIPLESTDGERLVKSPQCSNPGLCVQPHHIGVSVKELDLYLAYFVHAADSSQSESPSQPSDADIKDQPENGHLGFQDSFVTSGVFSVTELVRVSQTPIAAGTGPNFSLSDLESSSYYSMSPGAMRRSLPSTSSTSSTKRLKSVEDEMDSPGEEPFYTGQGRS.... Result: 1 (interaction). (2) The miRNA is mmu-miR-7035-3p with sequence UCUGAGCCGCUGUCCCUGCAG. The protein sequence of the target gene is MAGILAWFWNERFWLPHNVTWADLKNTEEATFPQAEDLYLAFPLAFCIFMVRLIFERFIAKPCAIALNIQANGPQTAQPNAILEKVFTAITKHPDEKRLEGLSKQLDWDVRSIQRWFRQRRNQEKPSTLTRFCESMWRFSFYLYVFSYGVRFLKQTPWLWNTRHCWYNYPYQPLTADLHYYYILELSFYWSLMVSQFTDIKRKDFGIMFLHHLATIFLITFSYVNNMARVGTLVLCLHDSADALLEAAKMANYAKFQKMCDLLFVMFAVVFITTRLGIFPLWVLNTTLFESWEIVGPYPS.... Result: 0 (no interaction). (3) The miRNA is hsa-miR-1206 with sequence UGUUCAUGUAGAUGUUUAAGC. The protein sequence of the target gene is MAENSESLGTVPEHERILQEIESTDTACVGPTLRSVYDDQPNAHKKFMEKLDACIRNHDKEIEKMCNFHHQGFVDAITELLKVRTDAEKLKVQVTDTNRRFQDAGKEVIVHTEDIIRCRIQQRNITTVVEKLQLCLPVLEMYSKLKEQMSAKRYYSALKTMEQLENVYFPWVSQYRFCQLMIENLPKLREDIKEISMSDLKDFLESIRKHSDKIGETAMKQAQHQKTFSVSLQKQNKMKFGKNMYINRDRIPEERNETVLKHSLEEEDENEEEILTVQDLVDFSPVYRCLHIYSVLGDEE.... Result: 1 (interaction). (4) The protein sequence of the target gene is MSLQSAQYLRQAEVLKADMTDSKLGPAEVWTSRQALQDLYQKMLVTDLEYALDKKVEQDLWNHAFKNQITTLQGQAKNRANPNRSEVQANLSLFLEAASGFYTQLLQELCTVFNVDLPCRVKSSQLGIISNKQTHTSAIVKPQSSSCSYICQHCLVHLGDIARYRNQTSQAESYYRHAAQLVPSNGQPYNQLAILASSKGDHLTTIFYYCRSIAVKFPFPAASTNLQKALSKALESRDEVKTKWGVSDFIKAFIKFHGHVYLSKSLEKLSPLREKLEEQFKRLLFQKAFNSQQLVHVTVI.... The miRNA is mmu-miR-344b-3p with sequence CAUUUAGCCAAAGCCUGACUGU. Result: 0 (no interaction). (5) The miRNA is hsa-miR-6742-5p with sequence AGUGGGGUGGGACCCAGCUGUU. The protein sequence of the target gene is MAAEDVVATGADPSELEGGGLLHEIFTSPLNLLLLGLCIFLLYKIVRGDQPGASGDNDDDEPPPLPRLKRRDFTPAELRRFDGVQDPRILMAINGKVFDVTKGRKFYGPEGPYGVFAGRDASRGLATFCLDKEALKDEYDDLSDLTPAQQETLSDWDSQFTFKYHHVGKLLKEGEEPTVYSDDEEPKDETARKNE. Result: 0 (no interaction). (6) The miRNA is mmu-miR-335-5p with sequence UCAAGAGCAAUAACGAAAAAUGU. The protein sequence of the target gene is MISAAQLLDELMGRDRNLAPDEKRSNVRWDHESVCKYYLCGFCPAELFTNTRSDLGPCEKIHDENLRKQYEKSSRFMKVGYERDFLRYLQSLLAEVERRIRRGHARLALSQNQQSSGAAGPTGKNEEKIQVLTDKIDVLLQQIEELGSEGKVEEAQGMMKLVEQLKEERELLRSTTSTIESFAAQEKQMEVCEVCGAFLIVGDAQSRVDDHLMGKQHMGYAKIKATVEELKEKLRKRTEEPDRDERLKKEKQEREEREKEREREREERERKRRREEEEREKERARDRERRKRSRSRSRHS.... Result: 0 (no interaction).